From a dataset of Peptide-MHC class II binding affinity with 134,281 pairs from IEDB. Regression. Given a peptide amino acid sequence and an MHC pseudo amino acid sequence, predict their binding affinity value. This is MHC class II binding data. (1) The MHC is DRB1_0901 with pseudo-sequence DRB1_0901. The binding affinity (normalized) is 0.390. The peptide sequence is TKEDLFGKKNLIPSS. (2) The peptide sequence is IVQINGRHFDLRAQG. The MHC is HLA-DPA10301-DPB10402 with pseudo-sequence HLA-DPA10301-DPB10402. The binding affinity (normalized) is 0.510. (3) The peptide sequence is VTFTVQKGSDPKKLV. The MHC is HLA-DPA10201-DPB11401 with pseudo-sequence HLA-DPA10201-DPB11401. The binding affinity (normalized) is 0.124. (4) The peptide sequence is AAIHEMFVNTLVASS. The MHC is DRB1_1602 with pseudo-sequence DRB1_1602. The binding affinity (normalized) is 0.851. (5) The peptide sequence is VFLGSAHGIPKVPPG. The MHC is HLA-DQA10501-DQB10201 with pseudo-sequence HLA-DQA10501-DQB10201. The binding affinity (normalized) is 0.0350.